Task: Predict the reactants needed to synthesize the given product.. Dataset: Full USPTO retrosynthesis dataset with 1.9M reactions from patents (1976-2016) (1) Given the product [CH2:9]([CH:10]([CH2:11][CH:12]=[CH2:13])[CH:14]=[CH:18][C:17]([OH:20])=[O:19])[CH:7]=[CH2:8], predict the reactants needed to synthesize it. The reactants are: [H-].[Al+3].[Li+].[H-].[H-].[H-].[CH2:7]([CH2:9][CH:10]([CH2:14]C=C)[CH2:11][CH:12]=[CH2:13])[CH3:8].[C:17]([O-:20])(=[O:19])[CH3:18].C(Cl)(=O)C(Cl)=O.CS(C)=O.C(N(CC)CC)C.Cl.C(O)(=O)CC(O)=O.N1CCCC1. (2) Given the product [C:13]([N:11]1[CH2:12][C:8](=[CH:1][C:2]2[CH:3]=[CH:4][CH:5]=[CH:6][CH:7]=2)[CH2:9][C@H:10]1[C:20]([NH:47][C:43]1[CH:44]=[CH:45][C:46]2[N:34]([CH2:32][CH3:33])[C:35]3[C:40]([C:41]=2[CH:42]=1)=[CH:39][CH:38]=[CH:37][CH:36]=3)=[O:22])(=[O:15])[C:24]1[CH:29]=[CH:28][CH:27]=[CH:26][CH:25]=1, predict the reactants needed to synthesize it. The reactants are: [CH:1](=[C:8]1[CH2:12][N:11]([C:13]([O:15]C(C)(C)C)=O)[C@H:10]([C:20]([OH:22])=O)[CH2:9]1)[C:2]1[CH:7]=[CH:6][CH:5]=[CH:4][CH:3]=1.C(Cl)(=O)[C:24]1[CH:29]=[CH:28][CH:27]=[CH:26][CH:25]=1.[CH2:32]([N:34]1[C:46]2[CH:45]=[CH:44][C:43]([NH2:47])=[CH:42][C:41]=2[C:40]2[C:35]1=[CH:36][CH:37]=[CH:38][CH:39]=2)[CH3:33]. (3) Given the product [C:15]([O:19][C:20]([N:22]1[CH2:27][CH2:26][N:25]([C:2]2[C:11]3[C:6](=[CH:7][C:8]([N+:12]([O-:14])=[O:13])=[CH:9][CH:10]=3)[N:5]=[CH:4][CH:3]=2)[CH2:24][CH2:23]1)=[O:21])([CH3:18])([CH3:16])[CH3:17], predict the reactants needed to synthesize it. The reactants are: Cl[C:2]1[C:11]2[C:6](=[CH:7][C:8]([N+:12]([O-:14])=[O:13])=[CH:9][CH:10]=2)[N:5]=[CH:4][CH:3]=1.[C:15]([O:19][C:20]([N:22]1[CH2:27][CH2:26][NH:25][CH2:24][CH2:23]1)=[O:21])([CH3:18])([CH3:17])[CH3:16].N1CCNCC1. (4) The reactants are: Cl[C:2]1[C:11]2=[N:12][N:13](CC3C=CC(OC)=CC=3)[CH:14]=[C:10]2[C:9]2[CH:8]=[C:7]([O:24][CH3:25])[CH:6]=[CH:5][C:4]=2[N:3]=1.[CH3:26][S:27]([C:30]1[CH:31]=[C:32]([CH:34]=[CH:35][CH:36]=1)[NH2:33])(=[O:29])=[O:28].Cl. Given the product [CH3:25][O:24][C:7]1[CH:6]=[CH:5][C:4]2[N:3]=[C:2]([NH:33][C:32]3[CH:34]=[CH:35][CH:36]=[C:30]([S:27]([CH3:26])(=[O:29])=[O:28])[CH:31]=3)[C:11]3=[N:12][NH:13][CH:14]=[C:10]3[C:9]=2[CH:8]=1, predict the reactants needed to synthesize it. (5) Given the product [C:1]([O:5][C:6]([N:8]([C@H:16]1[CH2:24][O:23][CH2:22][C@H:21]([O:25][CH2:26][CH2:27][CH3:28])[C@@H:20]([O:29][CH2:30][CH2:31][CH3:32])[C@H:19]([CH3:33])[O:18][C:17]1=[O:34])[C:9](=[O:15])[O:10][C:11]([CH3:13])([CH3:14])[CH3:12])=[O:7])([CH3:2])([CH3:3])[CH3:4], predict the reactants needed to synthesize it. The reactants are: [C:1]([O:5][C:6]([N:8]([C@H:16]1[CH2:24][O:23][CH2:22][C@H:21]([O:25][CH2:26][CH:27]=[CH2:28])[C@@H:20]([O:29][CH2:30][CH:31]=[CH2:32])[C@H:19]([CH3:33])[O:18][C:17]1=[O:34])[C:9](=[O:15])[O:10][C:11]([CH3:14])([CH3:13])[CH3:12])=[O:7])([CH3:4])([CH3:3])[CH3:2].